Dataset: NCI-60 drug combinations with 297,098 pairs across 59 cell lines. Task: Regression. Given two drug SMILES strings and cell line genomic features, predict the synergy score measuring deviation from expected non-interaction effect. Drug 1: C1=CC=C(C(=C1)C(C2=CC=C(C=C2)Cl)C(Cl)Cl)Cl. Drug 2: CC(C)CN1C=NC2=C1C3=CC=CC=C3N=C2N. Cell line: A549. Synergy scores: CSS=1.27, Synergy_ZIP=-0.152, Synergy_Bliss=0.933, Synergy_Loewe=0.843, Synergy_HSA=0.0298.